Dataset: Full USPTO retrosynthesis dataset with 1.9M reactions from patents (1976-2016). Task: Predict the reactants needed to synthesize the given product. Given the product [Cl:8][C:9]1[CH:14]=[CH:13][CH:12]=[CH:11][C:10]=1[S:15][CH2:3][CH2:2][CH2:4][Cl:5], predict the reactants needed to synthesize it. The reactants are: Br[CH:2]([CH2:4][Cl:5])[CH3:3].[OH-].[K+].[Cl:8][C:9]1[CH:14]=[CH:13][CH:12]=[CH:11][C:10]=1[SH:15].O.